Dataset: Forward reaction prediction with 1.9M reactions from USPTO patents (1976-2016). Task: Predict the product of the given reaction. (1) Given the reactants C([O:4][CH2:5][CH2:6][CH2:7][N:8]1[C:16]2[CH:15]=[CH:14][N:13]=[C:12]([NH2:17])[C:11]=2[N:10]=[C:9]1[S:18][C:19]1[C:27]([I:28])=[CH:26][C:22]2[O:23][CH2:24][O:25][C:21]=2[CH:20]=1)(=O)C.C([O-])([O-])=O.[K+].[K+].NC1C2N=C(SC3C(Br)=CC4OCOC=4C=3)N(CCCO)C=2C=CN=1, predict the reaction product. The product is: [NH2:17][C:12]1[C:11]2[N:10]=[C:9]([S:18][C:19]3[C:27]([I:28])=[CH:26][C:22]4[O:23][CH2:24][O:25][C:21]=4[CH:20]=3)[N:8]([CH2:7][CH2:6][CH2:5][OH:4])[C:16]=2[CH:15]=[CH:14][N:13]=1. (2) Given the reactants [Cl:1][C:2]1[C:11]([Cl:12])=[C:10]2[C:5]([CH2:6][CH2:7][NH:8][CH2:9]2)=[CH:4][CH:3]=1.[CH:13]([O:16][C:17]1[CH:25]=[CH:24][C:23]([S:26]([CH3:29])(=[O:28])=[O:27])=[CH:22][C:18]=1[C:19](O)=[O:20])([CH3:15])[CH3:14], predict the reaction product. The product is: [Cl:1][C:2]1[C:11]([Cl:12])=[C:10]2[C:5]([CH2:6][CH2:7][N:8]([C:19]([C:18]3[CH:22]=[C:23]([S:26]([CH3:29])(=[O:28])=[O:27])[CH:24]=[CH:25][C:17]=3[O:16][CH:13]([CH3:15])[CH3:14])=[O:20])[CH2:9]2)=[CH:4][CH:3]=1. (3) The product is: [C:41]([C:45]1[CH:46]=[CH:47][C:48]([C:49]([NH:26][C:21]2[CH:22]=[C:23]([F:25])[CH:24]=[C:19]([C:18]3[C:13]4[CH:12]=[C:11]([C:8]5[CH2:9][CH2:10][C:5]6([O:1][CH2:2][CH2:3][O:4]6)[CH2:6][CH:7]=5)[NH:28][C:14]=4[N:15]=[CH:16][N:17]=3)[C:20]=2[CH3:27])=[O:50])=[CH:52][CH:53]=1)([CH3:44])([CH3:42])[CH3:43]. Given the reactants [O:1]1[C:5]2([CH2:10][CH2:9][C:8]([C:11]3[NH:28][C:14]4[N:15]=[CH:16][N:17]=[C:18]([C:19]5[C:20]([CH3:27])=[C:21]([NH2:26])[CH:22]=[C:23]([F:25])[CH:24]=5)[C:13]=4[CH:12]=3)=[CH:7][CH2:6]2)[O:4][CH2:3][CH2:2]1.CN(C)C1C=CC(C(Cl)=O)=CC=1.[C:41]([C:45]1[CH:53]=[CH:52][C:48]([C:49](Cl)=[O:50])=[CH:47][CH:46]=1)([CH3:44])([CH3:43])[CH3:42], predict the reaction product. (4) Given the reactants Br[C:2]1[C:10]2[N:9]3[CH2:11][CH2:12][CH2:13][NH:14][C:15](=[O:16])[C:8]3=[CH:7][C:6]=2[CH:5]=[C:4]([CH3:17])[CH:3]=1.[CH2:18](B(O)O)[CH:19]([CH3:21])[CH3:20], predict the reaction product. The product is: [CH3:17][C:4]1[CH:3]=[C:2]([CH2:18][CH:19]([CH3:21])[CH3:20])[C:10]2[N:9]3[CH2:11][CH2:12][CH2:13][NH:14][C:15](=[O:16])[C:8]3=[CH:7][C:6]=2[CH:5]=1. (5) Given the reactants [CH3:1][O:2][C:3]1[CH:20]=[CH:19][C:18]2[C:5](=[CH:6][CH:7]=[C:8]3[C:17]=2[CH:16]([C:21]2[CH:26]=[CH:25][C:24]([O:27][CH2:28][CH2:29][N:30]4[CH2:35][CH2:34][CH2:33][CH2:32][CH2:31]4)=[CH:23][CH:22]=2)[O:15][C:14]2[C:9]3=[CH:10][CH:11]=[C:12]([OH:36])[CH:13]=2)[CH:4]=1.C1C=CC(N([S:44]([C:47]([F:50])([F:49])[F:48])(=[O:46])=[O:45])[S:44]([C:47]([F:50])([F:49])[F:48])(=[O:46])=[O:45])=CC=1.C(N(C(C)C)CC)(C)C, predict the reaction product. The product is: [CH3:1][O:2][C:3]1[CH:20]=[CH:19][C:18]2[C:5](=[CH:6][CH:7]=[C:8]3[C:17]=2[CH:16]([C:21]2[CH:26]=[CH:25][C:24]([O:27][CH2:28][CH2:29][N:30]4[CH2:31][CH2:32][CH2:33][CH2:34][CH2:35]4)=[CH:23][CH:22]=2)[O:15][C:14]2[C:9]3=[CH:10][CH:11]=[C:12]([O:36][S:44]([C:47]([F:50])([F:49])[F:48])(=[O:46])=[O:45])[CH:13]=2)[CH:4]=1. (6) Given the reactants [NH2:1][C:2]1[CH:3]=[C:4]([CH:8]=[CH:9][C:10]=1[NH2:11])[C:5]([OH:7])=[O:6].[CH:12](O)=O, predict the reaction product. The product is: [NH:1]1[C:2]2[CH:3]=[C:4]([C:5]([OH:7])=[O:6])[CH:8]=[CH:9][C:10]=2[N:11]=[CH:12]1.